Dataset: Peptide-MHC class II binding affinity with 134,281 pairs from IEDB. Task: Regression. Given a peptide amino acid sequence and an MHC pseudo amino acid sequence, predict their binding affinity value. This is MHC class II binding data. (1) The peptide sequence is MPPELNTARLMAGAG. The MHC is HLA-DPA10301-DPB10402 with pseudo-sequence HLA-DPA10301-DPB10402. The binding affinity (normalized) is 0.305. (2) The peptide sequence is WVPQGRTTWSIHGKG. The MHC is DRB1_0801 with pseudo-sequence DRB1_0801. The binding affinity (normalized) is 0.422. (3) The peptide sequence is AEGLSGEPKGAAESS. The MHC is DRB1_1501 with pseudo-sequence DRB1_1501. The binding affinity (normalized) is 0.331. (4) The peptide sequence is TDAATLAQEAGNFER. The MHC is DRB5_0101 with pseudo-sequence DRB5_0101. The binding affinity (normalized) is 0.0279. (5) The peptide sequence is RTASVIVMLIPTVMA. The MHC is DRB1_0802 with pseudo-sequence DRB1_0802. The binding affinity (normalized) is 0.798.